The task is: Predict which catalyst facilitates the given reaction.. This data is from Catalyst prediction with 721,799 reactions and 888 catalyst types from USPTO. (1) Reactant: [CH3:1][C@H:2]1[C@@H:17]([CH3:18])[N:6]2[C:7]3[CH:8]=[C:9]([C:14]([OH:16])=[O:15])[CH:10]=[CH:11][C:12]=3[CH:13]=[C:5]2[C:4](=[O:19])[NH:3]1.[CH:20](O)(C)[CH3:21]. Product: [CH3:1][C@H:2]1[C@@H:17]([CH3:18])[N:6]2[C:7]3[CH:8]=[C:9]([C:14]([O:16][CH2:20][CH3:21])=[O:15])[CH:10]=[CH:11][C:12]=3[CH:13]=[C:5]2[C:4](=[O:19])[NH:3]1.[CH3:1][C@@H:2]1[C@H:17]([CH3:18])[N:6]2[C:7]3[CH:8]=[C:9]([C:14]([O:16][CH2:20][CH3:21])=[O:15])[CH:10]=[CH:11][C:12]=3[CH:13]=[C:5]2[C:4](=[O:19])[NH:3]1. The catalyst class is: 194. (2) Reactant: Br[C:2]1[CH:3]=[C:4]([CH:9]=[CH:10][C:11]=1[OH:12])[C:5]([O:7][CH3:8])=[O:6].[Cu][C:14]#[N:15].CN1C(=O)CCC1. Product: [C:14]([C:2]1[CH:3]=[C:4]([CH:9]=[CH:10][C:11]=1[OH:12])[C:5]([O:7][CH3:8])=[O:6])#[N:15]. The catalyst class is: 13.